This data is from Catalyst prediction with 721,799 reactions and 888 catalyst types from USPTO. The task is: Predict which catalyst facilitates the given reaction. (1) Reactant: [Si:1]([O:8][CH2:9][C@@H:10]([N:14]1[C:23]2[C:18](=[CH:19][C:20]([CH3:26])=[C:21]([O:24][CH3:25])[CH:22]=2)[C:17](=[O:27])[C:16]([C:28]([O:30][CH2:31][CH3:32])=[O:29])=[CH:15]1)[CH:11]([CH3:13])[CH3:12])([C:4]([CH3:7])([CH3:6])[CH3:5])([CH3:3])[CH3:2].[Br:33]N1C(=O)CCC1=O.N(C(C)(C)C#N)=NC(C)(C)C#N. Product: [Br:33][CH2:26][C:20]1[CH:19]=[C:18]2[C:23](=[CH:22][C:21]=1[O:24][CH3:25])[N:14]([C@@H:10]([CH:11]([CH3:13])[CH3:12])[CH2:9][O:8][Si:1]([C:4]([CH3:7])([CH3:5])[CH3:6])([CH3:3])[CH3:2])[CH:15]=[C:16]([C:28]([O:30][CH2:31][CH3:32])=[O:29])[C:17]2=[O:27]. The catalyst class is: 68. (2) Reactant: [Li+].[OH-].[O:3]=[C:4]1[N:10]([CH:11]2[CH2:16][CH2:15][N:14]([C:17]([O:19][C@H:20]([CH2:41][C:42]3[CH:51]=[C:50]([CH3:52])[C:45]4[NH:46][C:47](=[O:49])[O:48][C:44]=4[CH:43]=3)[C:21]([N:23]3[CH2:28][CH2:27][CH:26]([CH:29]4[CH2:34][CH2:33][N:32]([CH2:35][C:36]([O:38]CC)=[O:37])[CH2:31][CH2:30]4)[CH2:25][CH2:24]3)=[O:22])=[O:18])[CH2:13][CH2:12]2)[CH2:9][CH2:8][C:7]2[CH:53]=[CH:54][CH:55]=[CH:56][C:6]=2[NH:5]1.Cl. Product: [O:3]=[C:4]1[N:10]([CH:11]2[CH2:16][CH2:15][N:14]([C:17]([O:19][C@H:20]([CH2:41][C:42]3[CH:51]=[C:50]([CH3:52])[C:45]4[NH:46][C:47](=[O:49])[O:48][C:44]=4[CH:43]=3)[C:21]([N:23]3[CH2:28][CH2:27][CH:26]([CH:29]4[CH2:34][CH2:33][N:32]([CH2:35][C:36]([OH:38])=[O:37])[CH2:31][CH2:30]4)[CH2:25][CH2:24]3)=[O:22])=[O:18])[CH2:13][CH2:12]2)[CH2:9][CH2:8][C:7]2[CH:53]=[CH:54][CH:55]=[CH:56][C:6]=2[NH:5]1. The catalyst class is: 90.